Dataset: Catalyst prediction with 721,799 reactions and 888 catalyst types from USPTO. Task: Predict which catalyst facilitates the given reaction. The catalyst class is: 18. Reactant: [CH3:1][N:2]([CH3:10])[C:3]1[CH:4]=[C:5]([OH:9])[CH:6]=[CH:7][CH:8]=1.[H-].[Na+].[Cl:13][CH2:14][CH2:15][CH2:16]I.[Na+].[Cl-]. Product: [Cl:13][CH2:14][CH2:15][CH2:16][O:9][C:5]1[CH:4]=[C:3]([N:2]([CH3:10])[CH3:1])[CH:8]=[CH:7][CH:6]=1.